Dataset: Forward reaction prediction with 1.9M reactions from USPTO patents (1976-2016). Task: Predict the product of the given reaction. The product is: [F:23][CH:19]([F:24])[O:1][C:2]1[N:6]([CH3:7])[N:5]=[C:4]([C:8]([O:10][CH3:11])=[O:9])[CH:3]=1. Given the reactants [OH:1][C:2]1[N:6]([CH3:7])[N:5]=[C:4]([C:8]([O:10][CH3:11])=[O:9])[CH:3]=1.C([O-])([O-])=O.[K+].[K+].Cl[C:19]([F:24])([F:23])C([O-])=O.[Na+], predict the reaction product.